This data is from Forward reaction prediction with 1.9M reactions from USPTO patents (1976-2016). The task is: Predict the product of the given reaction. (1) The product is: [CH3:44][O:45][C:47]([CH:34]1[CH2:33][NH:32][C:31]2[CH:38]=[C:27]([CH2:26][C:21]3[CH:20]=[C:19]([C@H:8]4[C@H:9]([OH:15])[C@@H:10]([OH:11])[C@H:5]([OH:4])[C@@H:6]([CH2:39][OH:40])[O:7]4)[CH:24]=[CH:23][C:22]=3[Cl:25])[CH:28]=[CH:29][C:30]=2[O:35]1)=[O:48]. Given the reactants C([O:4][C@H:5]1[C@H:10]([O:11]C(=O)C)[C@@H:9]([O:15]C(=O)C)[C@H:8]([C:19]2[CH:24]=[CH:23][C:22]([Cl:25])=[C:21]([CH2:26][C:27]3[CH:28]=[CH:29][C:30]4[O:35][CH:34](C#N)[CH2:33][NH:32][C:31]=4[CH:38]=3)[CH:20]=2)[O:7][C@@H:6]1[CH2:39][O:40]C(=O)C)(=O)C.[CH3:44][O-:45].[Na+].[CH3:47][OH:48], predict the reaction product. (2) Given the reactants [Br:1][C:2]1[CH:7]=[CH:6][C:5]([O:8][CH3:9])=[CH:4][CH:3]=1.[Cl:10][CH2:11][CH2:12][CH2:13][C:14](Cl)=[O:15].[Cl-].[Al+3].[Cl-].[Cl-], predict the reaction product. The product is: [Br:1][C:2]1[CH:7]=[CH:6][C:5]([O:8][CH3:9])=[C:4]([C:14](=[O:15])[CH2:13][CH2:12][CH2:11][Cl:10])[CH:3]=1. (3) Given the reactants [C:1]([NH:4][NH:5][C:6]([C:8]1[CH:32]=[CH:31][C:11]([O:12][C:13]2[CH:14]=[C:15]([CH:20]=[C:21]([O:23][CH2:24][C:25]3[CH:30]=[CH:29][CH:28]=[CH:27][CH:26]=3)[CH:22]=2)[C:16]([O:18][CH3:19])=[O:17])=[CH:10][CH:9]=1)=[O:7])(=O)[CH3:2].[Cl-], predict the reaction product. The product is: [CH2:24]([O:23][C:21]1[CH:20]=[C:15]([CH:14]=[C:13]([O:12][C:11]2[CH:31]=[CH:32][C:8]([C:6]3[O:7][C:1]([CH3:2])=[N:4][N:5]=3)=[CH:9][CH:10]=2)[CH:22]=1)[C:16]([O:18][CH3:19])=[O:17])[C:25]1[CH:30]=[CH:29][CH:28]=[CH:27][CH:26]=1. (4) Given the reactants [CH3:1][C:2]1([CH3:9])[O:6][CH:5]([CH2:7][OH:8])[CH2:4][O:3]1.[Na].Br[CH2:12][C:13]([CH:15]1[CH2:17][CH2:16]1)=[O:14], predict the reaction product. The product is: [CH:15]1([C:13](=[O:14])[CH2:12][O:8][CH2:7][CH:5]2[CH2:4][O:3][C:2]([CH3:9])([CH3:1])[O:6]2)[CH2:17][CH2:16]1. (5) Given the reactants [OH:1][CH2:2][C:3]1[CH:4]=[CH:5][C:6]([C:9]([OH:11])=O)=[N:7][CH:8]=1.[B-](F)(F)(F)F.CN(C(O[N:25]1[C:30](=O)[CH:29]=[CH:28]C=C1)=[N+](C)C)C.CCN(C(C)C)C(C)C.C1(N)CC1, predict the reaction product. The product is: [CH:30]1([NH:25][C:9]([C:6]2[CH:5]=[CH:4][C:3]([CH2:2][OH:1])=[CH:8][N:7]=2)=[O:11])[CH2:28][CH2:29]1.